This data is from Full USPTO retrosynthesis dataset with 1.9M reactions from patents (1976-2016). The task is: Predict the reactants needed to synthesize the given product. (1) Given the product [Br:20][C:9]1[N:8]2[C:3]([O:2][CH3:1])=[CH:4][C:5]([CH3:12])=[CH:6][C:7]2=[N:11][CH:10]=1, predict the reactants needed to synthesize it. The reactants are: [CH3:1][O:2][C:3]1[N:8]2[CH:9]=[CH:10][N:11]=[C:7]2[CH:6]=[C:5]([CH3:12])[CH:4]=1.C1C(=O)N([Br:20])C(=O)C1. (2) The reactants are: [N:1]12[CH2:8][CH2:7][CH:4]([CH2:5][CH2:6]1)[CH:3]([NH:9][C:10]([C:12]1[CH:13]=[CH:14][CH:15]=[C:16]3[O:20][C:19]([C:21]4[CH:26]=[CH:25][C:24]([C:27]#[C:28][Si](C)(C)C)=[CH:23][CH:22]=4)=[N:18][C:17]=13)=[O:11])[CH2:2]2.C(=O)([O-])[O-].[K+].[K+].CO. Given the product [N:1]12[CH2:6][CH2:5][CH:4]([CH2:7][CH2:8]1)[CH:3]([NH:9][C:10]([C:12]1[CH:13]=[CH:14][CH:15]=[C:16]3[O:20][C:19]([C:21]4[CH:22]=[CH:23][C:24]([C:27]#[CH:28])=[CH:25][CH:26]=4)=[N:18][C:17]=13)=[O:11])[CH2:2]2, predict the reactants needed to synthesize it. (3) Given the product [OH:22][C:7]1[C:8]2[S:14][C:13]([NH:15][C:16]3[CH:17]=[CH:18][CH:19]=[CH:20][CH:21]=3)=[N:12][C:9]=2[CH:10]=[N:11][C:6]=1[C:4]([NH:23][CH2:24][C:25]([OH:27])=[O:26])=[O:5], predict the reactants needed to synthesize it. The reactants are: C(O[C:4]([C:6]1[N:11]=[CH:10][C:9]2[N:12]=[C:13]([NH:15][C:16]3[CH:21]=[CH:20][CH:19]=[CH:18][CH:17]=3)[S:14][C:8]=2[C:7]=1[OH:22])=[O:5])C.[NH2:23][CH2:24][C:25]([OH:27])=[O:26]. (4) Given the product [Cl:30][C:28]1[CH:27]=[CH:26][N:25]=[C:24]([C:10]2[C:11]3[C:16](=[CH:15][CH:14]=[CH:13][CH:12]=3)[N:8]([CH2:7][C:6]3[CH:21]=[CH:22][C:3]([O:2][CH3:1])=[CH:4][CH:5]=3)[N:9]=2)[N:29]=1, predict the reactants needed to synthesize it. The reactants are: [CH3:1][O:2][C:3]1[CH:22]=[CH:21][C:6]([CH2:7][N:8]2[C:16]3[C:11](=[CH:12][CH:13]=[CH:14][CH:15]=3)[C:10]([Sn](C)(C)C)=[N:9]2)=[CH:5][CH:4]=1.Br[C:24]1[N:29]=[C:28]([Cl:30])[CH:27]=[CH:26][N:25]=1. (5) Given the product [CH3:1][O:2][C:3]1[CH:4]=[C:5]([C:11]2[S:15][C:14]3=[N:16][CH:17]=[C:18]([C:31]4[CH:32]=[CH:33][C:28]([C:26]#[N:27])=[N:29][CH:30]=4)[N:13]3[N:12]=2)[CH:6]=[CH:7][C:8]=1[O:9][CH3:10], predict the reactants needed to synthesize it. The reactants are: [CH3:1][O:2][C:3]1[CH:4]=[C:5]([C:11]2[S:15][C:14]3=[N:16][CH:17]=[C:18](I)[N:13]3[N:12]=2)[CH:6]=[CH:7][C:8]=1[O:9][CH3:10].O1CCOCC1.[C:26]([C:28]1[CH:33]=[CH:32][C:31](B2OC(C)(C)C(C)(C)O2)=[CH:30][N:29]=1)#[N:27].C(=O)([O-])[O-].[K+].[K+]. (6) Given the product [F:16][C:17]1[C:18]([CH2:24][CH2:25][OH:26])=[C:19]([F:23])[CH:20]=[CH:21][C:22]=1[CH:30]=[O:31], predict the reactants needed to synthesize it. The reactants are: CC1(C)CCCC(C)(C)N1.C([Li])CCC.[F:16][C:17]1[CH:22]=[CH:21][CH:20]=[C:19]([F:23])[C:18]=1[CH2:24][CH2:25][OH:26].CN([CH:30]=[O:31])C. (7) Given the product [O:28]1[CH2:29][CH2:25][CH2:26][CH2:27]1.[O:28]1[CH2:29][CH2:25][CH2:26][CH2:27]1.[I-:1].[I-:1].[C:5]([C:9]1[N-:13][C:12]([C:14]([CH3:17])([CH3:18])[CH2:15][CH3:16])=[C:11]([C:19]([CH3:23])([CH3:22])[CH2:20][CH3:21])[N:10]=1)([CH3:8])([CH3:7])[CH3:6].[La+3:2], predict the reactants needed to synthesize it. The reactants are: [I-:1].[La+3:2].[I-].[I-].[C:5]([C:9]1[N-:10][C:11]([C:19]([CH3:23])([CH3:22])[CH2:20][CH3:21])=[C:12]([C:14]([CH3:18])([CH3:17])[CH2:15][CH3:16])[N:13]=1)([CH3:8])([CH3:7])[CH3:6].[K+].[CH2:25]1[CH2:29][O:28][CH2:27][CH2:26]1. (8) Given the product [OH:20][C@H:19]([CH2:21][N:22]1[CH2:26][CH2:25][CH2:24][CH2:23]1)[CH2:18][O:17][C:4]1[CH:5]=[CH:6][C:7]2[C:8]3[N:9]([CH2:14][CH2:15][N:16]=3)[C:10]([NH2:13])=[N:11][C:12]=2[C:3]=1[O:2][CH3:1], predict the reactants needed to synthesize it. The reactants are: [CH3:1][O:2][C:3]1[C:12]2[N:11]=[C:10]([NH2:13])[N:9]3[CH2:14][CH2:15][N:16]=[C:8]3[C:7]=2[CH:6]=[CH:5][C:4]=1[O:17][CH2:18][C@H:19]1[CH2:21][O:20]1.[NH:22]1[CH2:26][CH2:25][CH2:24][CH2:23]1.